Dataset: Catalyst prediction with 721,799 reactions and 888 catalyst types from USPTO. Task: Predict which catalyst facilitates the given reaction. (1) Reactant: [NH2:1][C@H:2]1[C:11]2[C:6](=[CH:7][CH:8]=[CH:9][CH:10]=2)[N:5]([C:12](=[O:14])[CH3:13])[C@@H:4]([CH3:15])[C@@H:3]1[CH3:16].Br[C:18]1[CH:19]=[N:20][CH:21]=[C:22]([CH3:24])[CH:23]=1.CC(C)([O-])C.[Na+].CN(C1C(C2C(P(C3CCCCC3)C3CCCCC3)=CC=CC=2)=CC=CC=1)C. Product: [CH3:15][C@H:4]1[C@H:3]([CH3:16])[C@@H:2]([NH:1][C:18]2[CH:19]=[N:20][CH:21]=[C:22]([CH3:24])[CH:23]=2)[C:11]2[C:6](=[CH:7][CH:8]=[CH:9][CH:10]=2)[N:5]1[C:12](=[O:14])[CH3:13]. The catalyst class is: 102. (2) Reactant: [CH2:1]([O:8][CH2:9][C@H:10]1[O:15][C:14]2[CH:16]=[C:17]([CH2:20][CH2:21]Br)[CH:18]=[CH:19][C:13]=2[O:12][CH2:11]1)[C:2]1[CH:7]=[CH:6][CH:5]=[CH:4][CH:3]=1.[NH2:23][CH2:24][C@@H:25]([C:27]1[CH:28]=[CH:29][C:30]([O:36][CH2:37][O:38][CH2:39][CH2:40][Si:41]([CH3:44])([CH3:43])[CH3:42])=[C:31]([NH:33][CH:34]=[O:35])[CH:32]=1)[OH:26].C(N(CC)C(C)C)(C)C. Product: [CH2:1]([O:8][CH2:9][C@@H:10]1[CH2:11][O:12][C:13]2[CH:19]=[CH:18][C:17]([CH2:20][CH2:21][NH:23][CH2:24][C@@H:25]([C:27]3[CH:28]=[CH:29][C:30]([O:36][CH2:37][O:38][CH2:39][CH2:40][Si:41]([CH3:44])([CH3:43])[CH3:42])=[C:31]([NH:33][CH:34]=[O:35])[CH:32]=3)[OH:26])=[CH:16][C:14]=2[O:15]1)[C:2]1[CH:7]=[CH:6][CH:5]=[CH:4][CH:3]=1. The catalyst class is: 3. (3) Reactant: [C:1]1([OH:7])[CH:6]=[CH:5][CH:4]=[CH:3][CH:2]=1.C(O[PH:11](=[O:15])[O:12][CH2:13][CH3:14])C.C([O-])([O-])=O.[Cs+].[Cs+]. Product: [C:1]1([O:7][PH:11](=[O:15])[O:12][C:13]2[CH:14]=[CH:3][CH:2]=[CH:1][CH:6]=2)[CH:6]=[CH:5][CH:4]=[CH:3][CH:2]=1. The catalyst class is: 1. (4) Reactant: [CH3:1][N:2]1[C:6]([C:7]2[CH:12]=[CH:11][C:10]([O:13][C:14]([F:17])([F:16])[F:15])=[CH:9][CH:8]=2)=[C:5]2[CH2:18][O:19][C:20]3[CH:21]=[C:22]([CH:26]=C)[CH:23]=[CH:24][C:25]=3[C:4]2=[N:3]1.I([O-])(=O)(=O)=[O:29].[Na+]. Product: [CH3:1][N:2]1[C:6]([C:7]2[CH:12]=[CH:11][C:10]([O:13][C:14]([F:17])([F:15])[F:16])=[CH:9][CH:8]=2)=[C:5]2[CH2:18][O:19][C:20]3[CH:21]=[C:22]([CH:26]=[O:29])[CH:23]=[CH:24][C:25]=3[C:4]2=[N:3]1. The catalyst class is: 785. (5) Reactant: [CH3:1][O:2][N:3]=[CH:4]/[C:5](/[CH3:15])=[CH:6]/[C@@H:7]1[C@@H:9]([C:10]([OH:12])=[O:11])[C:8]1([CH3:14])[CH3:13].[O:16]1[CH2:20][CH2:19]CC1.Cl.[CH2:22]([N:24]=[C:25]=[N:26][CH2:27][CH2:28][CH2:29]N(C)C)C.[Cl-].[Na+].[OH2:35]. Product: [CH3:1][O:2][N:3]=[CH:4]/[C:5](/[CH3:15])=[CH:6]/[C@@H:7]1[C@@H:9]([C:10]([O:12][CH2:22][N:24]2[C:20](=[O:16])[CH2:19][N:26]([CH2:27][C:28]#[CH:29])[C:25]2=[O:35])=[O:11])[C:8]1([CH3:14])[CH3:13]. The catalyst class is: 277. (6) Reactant: [CH2:1]([C:3]1([CH2:6][CH3:7])[CH2:5][O:4]1)[CH3:2].[CH2:8]([NH2:10])[CH3:9]. Product: [CH2:8]([NH:10][CH2:5][C:3]([OH:4])([CH2:6][CH3:7])[CH2:1][CH3:2])[CH3:9]. The catalyst class is: 72. (7) Reactant: [C:1]([CH2:3][CH2:4][C:5]1[CH:6]=[CH:7][C:8]2[N:9]([C:11]([C:14]([OH:16])=O)=[CH:12][N:13]=2)[CH:10]=1)#[N:2].C(Cl)(=O)C(Cl)=O.CN(C)C=O.[NH2:28][C:29]1[CH:30]=[C:31]([C:36]2[N:40]=[C:39]([CH:41]3[CH2:44][N:43]([C:45]([O:47][CH3:48])=[O:46])[CH2:42]3)[O:38][N:37]=2)[CH:32]=[CH:33][C:34]=1[CH3:35]. Product: [C:1]([CH2:3][CH2:4][C:5]1[CH:6]=[CH:7][C:8]2[N:9]([C:11]([C:14]([NH:28][C:29]3[CH:30]=[C:31]([C:36]4[N:40]=[C:39]([CH:41]5[CH2:44][N:43]([C:45]([O:47][CH3:48])=[O:46])[CH2:42]5)[O:38][N:37]=4)[CH:32]=[CH:33][C:34]=3[CH3:35])=[O:16])=[CH:12][N:13]=2)[CH:10]=1)#[N:2]. The catalyst class is: 272.